Dataset: Aqueous solubility values for 9,982 compounds from the AqSolDB database. Task: Regression/Classification. Given a drug SMILES string, predict its absorption, distribution, metabolism, or excretion properties. Task type varies by dataset: regression for continuous measurements (e.g., permeability, clearance, half-life) or binary classification for categorical outcomes (e.g., BBB penetration, CYP inhibition). For this dataset (solubility_aqsoldb), we predict Y. (1) The Y is -3.84 log mol/L. The compound is CCCCOc1ccc(C(=O)OCC)c(N(CC)CC)c1. (2) The molecule is NS(=O)(=O)c1cc2c(cc1C(F)(F)F)NCNS2(=O)=O. The Y is -2.97 log mol/L.